This data is from Full USPTO retrosynthesis dataset with 1.9M reactions from patents (1976-2016). The task is: Predict the reactants needed to synthesize the given product. Given the product [C:8]1([C:7](=[O:14])[CH2:6][CH2:5][C:15]([CH:17]2[CH2:18][CH2:19][CH:20]([CH2:23][CH2:24][CH3:25])[CH2:21][CH2:22]2)=[O:16])[CH:13]=[CH:12][CH:11]=[CH:10][CH:9]=1, predict the reactants needed to synthesize it. The reactants are: C(OC(=O)[CH:5]([C:15]([CH:17]1[CH2:22][CH2:21][CH:20]([CH2:23][CH2:24][CH3:25])[CH2:19][CH2:18]1)=[O:16])[CH2:6][C:7](=[O:14])[C:8]1[CH:13]=[CH:12][CH:11]=[CH:10][CH:9]=1)C.[OH-].[Na+].